Task: Predict the reaction yield, written as a fraction of the theoretical maximum amount of product (1.0 means a 100% yield; for example, 0.34 means a 34% yield).. Dataset: Reaction yield outcomes from USPTO patents with 853,638 reactions (1) The reactants are CN(C)[CH:3]=[CH:4][C:5]1[S:9][C:8]([C:10]([O:12][CH3:13])=[O:11])=[CH:7][C:6]=1[N+:14]([O-])=O.C([O-])=O.[NH4+]. The catalyst is CO.[Pd]. The product is [S:9]1[C:5]2[CH:4]=[CH:3][NH:14][C:6]=2[CH:7]=[C:8]1[C:10]([O:12][CH3:13])=[O:11]. The yield is 0.160. (2) The reactants are [Cl:1][C:2]1[N:7]=[C:6]([C:8]2[S:12][C:11]([N:13]3[CH2:18][CH2:17][O:16][CH2:15][CH2:14]3)=[N:10][C:9]=2[C:19]2[C:20]([F:26])=[C:21]([CH:23]=[CH:24][CH:25]=2)[NH2:22])[CH:5]=[CH:4][N:3]=1.[O:27]1[CH:31]=[CH:30][CH:29]=[C:28]1[S:32](Cl)(=[O:34])=[O:33]. No catalyst specified. The product is [Cl:1][C:2]1[N:7]=[C:6]([C:8]2[S:12][C:11]([N:13]3[CH2:14][CH2:15][O:16][CH2:17][CH2:18]3)=[N:10][C:9]=2[C:19]2[C:20]([F:26])=[C:21]([NH:22][S:32]([C:28]3[O:27][CH:31]=[CH:30][CH:29]=3)(=[O:34])=[O:33])[CH:23]=[CH:24][CH:25]=2)[CH:5]=[CH:4][N:3]=1. The yield is 0.630. (3) The reactants are Cl[C:2]1[C:7]([N+:8]([O-:10])=[O:9])=[CH:6][N:5]=[C:4]2[CH:11]=[CH:12][S:13][C:3]=12.[C:14]([O:17][CH2:18][CH:19]1[CH:24]=[CH:23][C@H:22]([NH2:25])[CH2:21][O:20]1)(=[O:16])[CH3:15].C(N(CC)C(C)C)(C)C. The catalyst is C(O)(C)C. The product is [C:14]([O:17][CH2:18][CH:19]1[CH:24]=[CH:23][C@H:22]([NH:25][C:2]2[C:7]([N+:8]([O-:10])=[O:9])=[CH:6][N:5]=[C:4]3[CH:11]=[CH:12][S:13][C:3]=23)[CH2:21][O:20]1)(=[O:16])[CH3:15]. The yield is 0.830. (4) The reactants are [CH3:1][O:2][CH2:3][CH2:4][O:5][C:6]1[CH:7]=[C:8]2[C:12](=[C:13]([N:15]([CH3:25])[S:16]([C:19]3[N:20]([CH3:24])[CH:21]=[CH:22][N:23]=3)(=[O:18])=[O:17])[CH:14]=1)[NH:11][C:10]([C:26](O)=[O:27])=[CH:9]2.[CH2:29]([S:36][CH:37]([CH:40]([O:43][CH3:44])[O:41][CH3:42])[CH2:38][NH2:39])[C:30]1[CH:35]=[CH:34][CH:33]=[CH:32][CH:31]=1.N1(O)C2C=CC=CC=2N=N1.Cl.CN(C)CCCN=C=NCC. The catalyst is CCCCCC.C(OCC)(=O)C.CN(C)C=O. The product is [CH2:29]([S:36][CH:37]([CH:40]([O:41][CH3:42])[O:43][CH3:44])[CH2:38][NH:39][C:26]([C:10]1[NH:11][C:12]2[C:8]([CH:9]=1)=[CH:7][C:6]([O:5][CH2:4][CH2:3][O:2][CH3:1])=[CH:14][C:13]=2[N:15]([CH3:25])[S:16]([C:19]1[N:20]([CH3:24])[CH:21]=[CH:22][N:23]=1)(=[O:17])=[O:18])=[O:27])[C:30]1[CH:35]=[CH:34][CH:33]=[CH:32][CH:31]=1. The yield is 0.890. (5) The reactants are Br[C:2]1[C:3]([N:22]([CH3:27])[S:23]([CH3:26])(=[O:25])=[O:24])=[CH:4][C:5]2[O:9][C:8]([C:10]3[CH:15]=[CH:14][C:13]([F:16])=[CH:12][CH:11]=3)=[C:7]([C:17]([NH:19][CH3:20])=[O:18])[C:6]=2[CH:21]=1.[CH2:28]([Sn](CCCC)(CCCC)C=C)[CH2:29]CC. The catalyst is O1CCOCC1.CC(=O)OCC.C1C=CC([P]([Pd]([P](C2C=CC=CC=2)(C2C=CC=CC=2)C2C=CC=CC=2)([P](C2C=CC=CC=2)(C2C=CC=CC=2)C2C=CC=CC=2)[P](C2C=CC=CC=2)(C2C=CC=CC=2)C2C=CC=CC=2)(C2C=CC=CC=2)C2C=CC=CC=2)=CC=1. The product is [F:16][C:13]1[CH:14]=[CH:15][C:10]([C:8]2[O:9][C:5]3[CH:4]=[C:3]([N:22]([CH3:27])[S:23]([CH3:26])(=[O:25])=[O:24])[C:2]([CH:28]=[CH2:29])=[CH:21][C:6]=3[C:7]=2[C:17]([NH:19][CH3:20])=[O:18])=[CH:11][CH:12]=1. The yield is 0.795. (6) The reactants are [C:1]([O:5][C:6]([C:8]1[CH:18]=[C:17]([O:19][CH2:20][C:21]2[CH:26]=[CH:25][CH:24]=[CH:23][CH:22]=2)[C:11]2[CH2:12][CH:13]([CH2:15][OH:16])[O:14][C:10]=2[CH:9]=1)=[O:7])([CH3:4])([CH3:3])[CH3:2].[CH:27]1[CH:32]=[CH:31][C:30](P([C:27]2[CH:32]=[CH:31][CH:30]=[CH:29][CH:28]=2)[C:27]2[CH:32]=[CH:31][CH:30]=[CH:29][CH:28]=2)=[CH:29][CH:28]=1.C1(O)C=CC=CC=1.CC(OC(/N=N/C(OC(C)C)=O)=O)C. The product is [C:1]([O:5][C:6]([C:8]1[CH:18]=[C:17]([O:19][CH2:20][C:21]2[CH:22]=[CH:23][CH:24]=[CH:25][CH:26]=2)[C:11]2[CH2:12][CH:13]([CH2:15][O:16][C:27]3[CH:32]=[CH:31][CH:30]=[CH:29][CH:28]=3)[O:14][C:10]=2[CH:9]=1)=[O:7])([CH3:4])([CH3:2])[CH3:3]. The catalyst is C(Cl)Cl. The yield is 0.950. (7) The reactants are Cl[C:2]1[S:3][C:4]2[CH:10]=[CH:9][CH:8]=[C:7]([CH3:11])[C:5]=2[N:6]=1.[Br:12][C:13]1[CH:19]=[CH:18][C:16]([NH2:17])=[C:15]([F:20])[CH:14]=1.Cl. The catalyst is CCCCO. The product is [Br:12][C:13]1[CH:19]=[CH:18][C:16]([NH:17][C:2]2[S:3][C:4]3[CH:10]=[CH:9][CH:8]=[C:7]([CH3:11])[C:5]=3[N:6]=2)=[C:15]([F:20])[CH:14]=1. The yield is 0.890. (8) The yield is 0.360. The catalyst is C(O)(=O)C.C1COCC1.C1CCCCC1. The reactants are [CH:1]([N:4]1[C:8]([C:9](=[O:11])[CH3:10])=[N:7][CH:6]=[N:5]1)([CH3:3])[CH3:2].[Br-:12].[Br-].[Br-].C1([N+](C)(C)C)C=CC=CC=1.C1([N+](C)(C)C)C=CC=CC=1.C1([N+](C)(C)C)C=CC=CC=1.C(OCC)(=O)C. The product is [Br:12][CH2:10][C:9]([C:8]1[N:4]([CH:1]([CH3:3])[CH3:2])[N:5]=[CH:6][N:7]=1)=[O:11]. (9) The reactants are [CH2:1]([C:3]1([CH2:7][O:8][C:9]2[CH:14]=[CH:13][C:12]([N+:15]([O-])=O)=[CH:11][CH:10]=2)[CH2:6][O:5][CH2:4]1)[CH3:2].C1COCC1.CCO.[Cl-].[NH4+]. The catalyst is [Fe].O. The product is [CH2:1]([C:3]1([CH2:7][O:8][C:9]2[CH:10]=[CH:11][C:12]([NH2:15])=[CH:13][CH:14]=2)[CH2:4][O:5][CH2:6]1)[CH3:2]. The yield is 0.980. (10) The reactants are [Si]([O:8][C@@H:9]1[C@H:13]([CH2:14][CH3:15])[NH:12][C:11](=[O:16])[CH2:10]1)(C(C)(C)C)(C)C.[Cl:17][C:18]1[C:25]([F:26])=[C:24](I)[CH:23]=[CH:22][C:19]=1[C:20]#[N:21].C(=O)([O-])[O-].[Cs+].[Cs+].C1(P(C2C=CC=CC=2)C2C3OC4C(=CC=CC=4P(C4C=CC=CC=4)C4C=CC=CC=4)C(C)(C)C=3C=CC=2)C=CC=CC=1. The catalyst is O1CCOCC1.C1C=CC(/C=C/C(/C=C/C2C=CC=CC=2)=O)=CC=1.C1C=CC(/C=C/C(/C=C/C2C=CC=CC=2)=O)=CC=1.C1C=CC(/C=C/C(/C=C/C2C=CC=CC=2)=O)=CC=1.[Pd].[Pd].O. The product is [Cl:17][C:18]1[C:25]([F:26])=[C:24]([N:12]2[C:11](=[O:16])[CH2:10][C@H:9]([OH:8])[C@@H:13]2[CH2:14][CH3:15])[CH:23]=[CH:22][C:19]=1[C:20]#[N:21]. The yield is 0.250.